This data is from Reaction yield outcomes from USPTO patents with 853,638 reactions. The task is: Predict the reaction yield, written as a fraction of the theoretical maximum amount of product (1.0 means a 100% yield; for example, 0.34 means a 34% yield). (1) The reactants are [C:1]([O:7][CH3:8])(=[O:6])[CH2:2][C:3]([CH3:5])=[O:4].CO[CH:11](OC)[N:12]([CH3:14])[CH3:13]. No catalyst specified. The product is [CH3:8][O:7][C:1](=[O:6])[C:2](=[CH:11][N:12]([CH3:14])[CH3:13])[C:3](=[O:4])[CH3:5]. The yield is 0.940. (2) The reactants are [CH3:1][O:2][C:3]1[CH:4]=[C:5]2[C:10](=[CH:11][C:12]=1[O:13][CH3:14])[N:9]=[CH:8][CH:7]=[C:6]2[O:15][C:16]1[CH:26]=[CH:25][C:19]([O:20][CH2:21][C:22]([OH:24])=O)=[CH:18][CH:17]=1.CCN=C=NCCCN(C)C.Cl.C1C=CC2N(O)N=NC=2C=1.[NH2:49][C:50]1[C:51]([CH3:56])=[CH:52][CH:53]=[CH:54][CH:55]=1.C(=O)([O-])O.[Na+]. The yield is 0.550. The catalyst is C(Cl)(Cl)Cl.O. The product is [CH3:56][C:51]1[CH:52]=[CH:53][CH:54]=[CH:55][C:50]=1[NH:49][C:22](=[O:24])[CH2:21][O:20][C:19]1[CH:25]=[CH:26][C:16]([O:15][C:6]2[C:5]3[C:10](=[CH:11][C:12]([O:13][CH3:14])=[C:3]([O:2][CH3:1])[CH:4]=3)[N:9]=[CH:8][CH:7]=2)=[CH:17][CH:18]=1. (3) The reactants are [N+:1]([C:4]1[C:13]2[C:8](=[CH:9][C:10]([CH:14]=[CH2:15])=[CH:11][CH:12]=2)[CH:7]=[CH:6][C:5]=1OS(C(F)(F)F)(=O)=O)([O-:3])=[O:2].[F:24][C:25]([S:28][C:29]1[CH:35]=[CH:34][C:32]([NH2:33])=[CH:31][CH:30]=1)([F:27])[F:26].C1C=CC(P(C2C=CC=CC=2)C2C=CC=CC=2)=CC=1.C([O-])([O-])=O.[K+].[K+]. The catalyst is C1(C)C=CC=CC=1.C1C=CC([P]([Pd]([P](C2C=CC=CC=2)(C2C=CC=CC=2)C2C=CC=CC=2)([P](C2C=CC=CC=2)(C2C=CC=CC=2)C2C=CC=CC=2)[P](C2C=CC=CC=2)(C2C=CC=CC=2)C2C=CC=CC=2)(C2C=CC=CC=2)C2C=CC=CC=2)=CC=1. The product is [N+:1]([C:4]1[C:13]2[C:8](=[CH:9][C:10]([CH:14]=[CH2:15])=[CH:11][CH:12]=2)[CH:7]=[CH:6][C:5]=1[NH:33][C:32]1[CH:34]=[CH:35][C:29]([S:28][C:25]([F:27])([F:24])[F:26])=[CH:30][CH:31]=1)([O-:3])=[O:2]. The yield is 0.220. (4) No catalyst specified. The reactants are [NH2:1][C:2]1[C:3]([C:16]([NH:18][CH3:19])=[O:17])=[N:4][C:5]([C:8]2[CH:13]=[CH:12][CH:11]=[C:10]([CH:14]=O)[CH:9]=2)=[CH:6][N:7]=1.[CH2:20]([C:23]1[CH:30]=[CH:29][C:26]([CH2:27][NH2:28])=[CH:25][CH:24]=1)[CH2:21][CH3:22].C([BH3-])#N.[Na+]. The yield is 0.320. The product is [NH2:1][C:2]1[C:3]([C:16]([NH:18][CH3:19])=[O:17])=[N:4][C:5]([C:8]2[CH:13]=[CH:12][CH:11]=[C:10]([CH2:14][NH:28][CH2:27][C:26]3[CH:29]=[CH:30][C:23]([CH2:20][CH2:21][CH3:22])=[CH:24][CH:25]=3)[CH:9]=2)=[CH:6][N:7]=1. (5) The reactants are [CH2:1]([O:5][C:6]1[CH:7]=[C:8]([CH2:12][C:13](Cl)=[N:14][OH:15])[CH:9]=[CH:10][CH:11]=1)[CH2:2][CH2:3][CH3:4].[C:17]([C:19]1[C:20]([NH2:26])=[N:21][C:22]([NH2:25])=[CH:23][CH:24]=1)#[CH:18].C(N(CC)CC)C. The catalyst is O1CCCC1. The product is [CH2:1]([O:5][C:6]1[CH:7]=[C:8]([CH:9]=[CH:10][CH:11]=1)[CH2:12][C:13]1[CH:18]=[C:17]([C:19]2[C:20]([NH2:26])=[N:21][C:22]([NH2:25])=[CH:23][CH:24]=2)[O:15][N:14]=1)[CH2:2][CH2:3][CH3:4]. The yield is 0.210. (6) The reactants are Br[C:2]1[CH:3]=[CH:4][C:5]2[O:11][CH2:10][CH2:9][N:8]3[CH:12]=[C:13]([C:15]4[N:19]([C:20]5[CH:25]=[CH:24][CH:23]=[CH:22][C:21]=5[Cl:26])[N:18]=[CH:17][N:16]=4)[N:14]=[C:7]3[C:6]=2[CH:27]=1.[N:28]1[CH:33]=[C:32](B(O)O)[CH:31]=[N:30][CH:29]=1.C([O-])([O-])=O.[Cs+].[Cs+].O. The catalyst is O1CCOCC1.C1C=CC(P(C2C=CC=CC=2)[C-]2C=CC=C2)=CC=1.C1C=CC(P(C2C=CC=CC=2)[C-]2C=CC=C2)=CC=1.Cl[Pd]Cl.[Fe+2]. The product is [Cl:26][C:21]1[CH:22]=[CH:23][CH:24]=[CH:25][C:20]=1[N:19]1[C:15]([C:13]2[N:14]=[C:7]3[C:6]4[CH:27]=[C:2]([C:32]5[CH:33]=[N:28][CH:29]=[N:30][CH:31]=5)[CH:3]=[CH:4][C:5]=4[O:11][CH2:10][CH2:9][N:8]3[CH:12]=2)=[N:16][CH:17]=[N:18]1. The yield is 0.642. (7) The reactants are [C:1]([C:3](=[N:8][OH:9])[C:4]([O:6][CH3:7])=[O:5])#[N:2].[CH3:10][CH2:11][CH2:12]Br.C(=O)([O-])[O-].[K+].[K+].CN(C=O)C. The catalyst is O. The product is [C:1]([C:3](=[N:8][O:9][CH2:10][CH2:11][CH3:12])[C:4]([O:6][CH3:7])=[O:5])#[N:2]. The yield is 0.710. (8) The reactants are [C:1]([CH:3]([CH:6]1[CH2:11][CH2:10][N:9]([C:12]([O:14][C:15]([CH3:18])([CH3:17])[CH3:16])=[O:13])[CH2:8][CH2:7]1)[CH:4]=O)#[N:2].C(N(CC)CC)C.[CH3:26][S:27](Cl)(=O)=O.[C:31]([O:34][CH2:35][CH2:36]S)(=[O:33])C.[O-]CC.[Na+]. The catalyst is ClCCl.C(Cl)(Cl)Cl. The product is [NH2:2][C:1]1[C:3]([CH:6]2[CH2:11][CH2:10][N:9]([C:12]([O:14][C:15]([CH3:18])([CH3:17])[CH3:16])=[O:13])[CH2:8][CH2:7]2)=[CH:4][S:27][C:26]=1[C:31]([O:34][CH2:35][CH3:36])=[O:33]. The yield is 0.220. (9) The reactants are Cl.[CH2:2]([O:9][C:10](=[O:25])[NH:11][CH2:12][CH2:13][CH2:14][CH2:15][C@H:16]([NH2:24])[C:17](=[O:23])[C:18]1[S:19][CH:20]=[CH:21][N:22]=1)[C:3]1[CH:8]=[CH:7][CH:6]=[CH:5][CH:4]=1.[CH:26]1([C:31](Cl)=[O:32])[CH2:30][CH2:29][CH2:28][CH2:27]1. The catalyst is C(Cl)Cl. The product is [CH2:2]([O:9][C:10](=[O:25])[NH:11][CH2:12][CH2:13][CH2:14][CH2:15][C@H:16]([NH:24][C:31]([CH:26]1[CH2:30][CH2:29][CH2:28][CH2:27]1)=[O:32])[C:17](=[O:23])[C:18]1[S:19][CH:20]=[CH:21][N:22]=1)[C:3]1[CH:4]=[CH:5][CH:6]=[CH:7][CH:8]=1. The yield is 0.617.